This data is from Full USPTO retrosynthesis dataset with 1.9M reactions from patents (1976-2016). The task is: Predict the reactants needed to synthesize the given product. (1) Given the product [CH2:8]([NH:10][C:11]([N:23]1[C:24]([CH3:26])=[CH:25][C:21]([O:20][C:17]2[CH:18]=[CH:19][C:14]([NH2:13])=[C:15]([C:27]([F:28])([F:29])[F:30])[CH:16]=2)=[N:22]1)=[O:12])[CH3:9], predict the reactants needed to synthesize it. The reactants are: C(N(CC)CC)C.[CH2:8]([N:10]=[C:11]=[O:12])[CH3:9].[NH2:13][C:14]1[CH:19]=[CH:18][C:17]([O:20][C:21]2[CH:25]=[C:24]([CH3:26])[NH:23][N:22]=2)=[CH:16][C:15]=1[C:27]([F:30])([F:29])[F:28].Cl. (2) The reactants are: [NH:1]1[CH2:4][CH:3]([CH2:5][N:6]([C@@H:13]2[CH2:15][C@H:14]2[C:16]2[CH:21]=[CH:20][CH:19]=[CH:18][CH:17]=2)C(=[O:12])C(F)(F)F)[CH2:2]1.C([N:24](CC)CC)C.[C:29]([C:31]1[CH:39]=[CH:38][C:34]([C:35](Cl)=[O:36])=[CH:33][CH:32]=1)#[N:30].[OH-].[Na+]. Given the product [C:2](#[N:1])[CH3:3].[OH2:12].[NH4+:24].[OH-:36].[C:16]1([C@@H:14]2[CH2:15][C@H:13]2[NH:6][CH2:5][CH:3]2[CH2:2][N:1]([C:35]([C:34]3[CH:38]=[CH:39][C:31]([C:29]#[N:30])=[CH:32][CH:33]=3)=[O:36])[CH2:4]2)[CH:17]=[CH:18][CH:19]=[CH:20][CH:21]=1, predict the reactants needed to synthesize it.